This data is from Reaction yield outcomes from USPTO patents with 853,638 reactions. The task is: Predict the reaction yield, written as a fraction of the theoretical maximum amount of product (1.0 means a 100% yield; for example, 0.34 means a 34% yield). (1) The reactants are [CH:1]1([CH2:6][CH:7]([N:11]2[C:16](=[O:17])[CH:15]=[C:14]([O:18][C:19]3[CH:24]=[CH:23][CH:22]=[CH:21][C:20]=3[C:25]([F:28])([F:27])[F:26])[CH:13]=[N:12]2)[C:8](O)=[O:9])[CH2:5][CH2:4][CH2:3][CH2:2]1.[CH3:29][N:30]1[C:34]([C:35]([F:38])([F:37])[F:36])=[CH:33][C:32]([NH2:39])=[N:31]1. No catalyst specified. The product is [CH:1]1([CH2:6][CH:7]([N:11]2[C:16](=[O:17])[CH:15]=[C:14]([O:18][C:19]3[CH:24]=[CH:23][CH:22]=[CH:21][C:20]=3[C:25]([F:27])([F:28])[F:26])[CH:13]=[N:12]2)[C:8]([NH:39][C:32]2[CH:33]=[C:34]([C:35]([F:36])([F:37])[F:38])[N:30]([CH3:29])[N:31]=2)=[O:9])[CH2:2][CH2:3][CH2:4][CH2:5]1. The yield is 0.100. (2) The reactants are Cl.[NH2:2][OH:3].[OH-].[K+].NO.[CH3:8][C:9]1[C:13]2[CH2:14][N:15]([C:18]([C:20]3[N:21]([CH3:25])[CH:22]=[CH:23][CH:24]=3)=[O:19])[CH2:16][CH2:17][C:12]=2[S:11][C:10]=1[C:26]([O:28]CC)=O.C(O)=O. The catalyst is CO.CS(C)=O. The product is [OH:3][NH:2][C:26]([C:10]1[S:11][C:12]2[CH2:17][CH2:16][N:15]([C:18]([C:20]3[N:21]([CH3:25])[CH:22]=[CH:23][CH:24]=3)=[O:19])[CH2:14][C:13]=2[C:9]=1[CH3:8])=[O:28]. The yield is 0.225. (3) The catalyst is O1CCOCC1.COCCO. The yield is 0.310. The product is [Cl:19][C:5]1[C:6]([NH:8][C:9]2[CH:18]=[CH:17][CH:16]=[CH:15][C:10]=2[C:11]([NH:13][CH3:14])=[O:12])=[N:7][C:2]([NH:20][C:21]2[CH:34]=[CH:33][C:24]3[NH:25][C:26](=[O:32])[CH2:27][CH2:28][C:29]([CH3:31])([CH3:30])[C:23]=3[CH:22]=2)=[N:3][CH:4]=1. The reactants are Cl[C:2]1[N:7]=[C:6]([NH:8][C:9]2[CH:18]=[CH:17][CH:16]=[CH:15][C:10]=2[C:11]([NH:13][CH3:14])=[O:12])[C:5]([Cl:19])=[CH:4][N:3]=1.[NH2:20][C:21]1[CH:34]=[CH:33][C:24]2[NH:25][C:26](=[O:32])[CH2:27][CH2:28][C:29]([CH3:31])([CH3:30])[C:23]=2[CH:22]=1.Cl. (4) The product is [N:29]12[CH2:34][CH2:33][CH:32]([CH2:31][CH2:30]1)[C@H:27]([N:26]([CH3:15])[C:10]([C:7]1[C:6]3[C:68](=[CH:14][C:3]([O:2][CH3:1])=[CH:4][CH:5]=3)[NH:65][N:8]=1)=[O:11])[CH2:28]2. The reactants are [CH3:1][O:2][C:3]1[CH:14]=C[C:6]2[C:7]([C:10](O)=[O:11])=[N:8]S[C:5]=2[CH:4]=1.[CH:15](N(C(C)C)CC)(C)C.Cl.Cl.[NH2:26][C@@H:27]1[CH:32]2[CH2:33][CH2:34][N:29]([CH2:30][CH2:31]2)[CH2:28]1.CN(C(ON1N=NC2C=CC=NC1=2)=[N+](C)C)C.F[P-](F)(F)(F)(F)F.O1CCCC1.C[N:65]([CH3:68])C=O. No catalyst specified. The yield is 0.750. (5) The reactants are [CH3:1][O:2][C:3]1[CH:8]=[CH:7][C:6]([C:9]([C:50]2[CH:55]=[CH:54][C:53]([O:56][CH3:57])=[CH:52][CH:51]=2)([C:44]2[CH:49]=[CH:48][CH:47]=[CH:46][CH:45]=2)[O:10][CH2:11][C@H:12]2[N:16]([C:17]([O:19][CH2:20][CH2:21][NH:22][CH2:23][CH2:24][C:25]3[CH:30]=[CH:29][C:28]([N:31]=[N:32][C:33]4[CH:38]=[CH:37][C:36]([N+:39]([O-:41])=[O:40])=[CH:35][C:34]=4[Cl:42])=[CH:27][CH:26]=3)=[O:18])[CH2:15][C@H:14]([OH:43])[CH2:13]2)=[CH:5][CH:4]=1.C(N(CC)C(C)C)(C)C.[CH:67]([N:70]([CH:78]([CH3:80])[CH3:79])[P:71](Cl)[O:72][CH2:73][CH2:74][C:75]#[N:76])([CH3:69])[CH3:68].C(=O)(O)[O-].[Na+]. The catalyst is C(Cl)Cl.CO. The product is [CH3:1][O:2][C:3]1[CH:8]=[CH:7][C:6]([C:9]([C:50]2[CH:51]=[CH:52][C:53]([O:56][CH3:57])=[CH:54][CH:55]=2)([C:44]2[CH:49]=[CH:48][CH:47]=[CH:46][CH:45]=2)[O:10][CH2:11][C@@H:12]2[CH2:13][C@@H:14]([O:43][P:71]([N:70]([CH:78]([CH3:80])[CH3:79])[CH:67]([CH3:68])[CH3:69])[O:72][CH2:73][CH2:74][C:75]#[N:76])[CH2:15][N:16]2[C:17]([O:19][CH2:20][CH2:21][NH:22][CH2:23][CH2:24][C:25]2[CH:26]=[CH:27][C:28]([N:31]=[N:32][C:33]3[CH:38]=[CH:37][C:36]([N+:39]([O-:41])=[O:40])=[CH:35][C:34]=3[Cl:42])=[CH:29][CH:30]=2)=[O:18])=[CH:5][CH:4]=1. The yield is 0.930. (6) The reactants are [OH:1][C@@:2]1([C:9]#[C:10][C:11]2[CH:12]=[C:13]([C:17]3[N:18]=[C:19]([C:27]([O:29]CC)=O)[C:20]4[CH:25]=[CH:24][N:23]([CH3:26])[C:21]=4[N:22]=3)[CH:14]=[CH:15][CH:16]=2)[CH2:6][CH2:5][N:4]([CH3:7])[C:3]1=[O:8].[NH3:32]. The catalyst is CO. The product is [OH:1][C@@:2]1([C:9]#[C:10][C:11]2[CH:12]=[C:13]([C:17]3[N:18]=[C:19]([C:27]([NH2:32])=[O:29])[C:20]4[CH:25]=[CH:24][N:23]([CH3:26])[C:21]=4[N:22]=3)[CH:14]=[CH:15][CH:16]=2)[CH2:6][CH2:5][N:4]([CH3:7])[C:3]1=[O:8]. The yield is 0.700. (7) The reactants are [CH3:1][N:2]([CH3:6])[CH2:3][CH:4]=O.[Cl:7][C:8]1[CH:49]=[CH:48][C:11]([CH2:12][NH:13][CH2:14][C:15]([C@:17]23[CH2:43][C:42](=[O:44])[C:41]([CH:45]([CH3:47])[CH3:46])=[C:18]2[C@@H:19]2[C@@:32]([CH3:35])([CH2:33][CH2:34]3)[C@@:31]3([CH3:36])[C@@H:22]([C@:23]4([CH3:40])[C@@H:28]([CH2:29][CH2:30]3)[C:27]([CH3:38])([CH3:37])[C@@H:26]([OH:39])[CH2:25][CH2:24]4)[CH2:21][CH2:20]2)=[O:16])=[CH:10][CH:9]=1.CCN(CC)CC.C([BH3-])#N.[Na+]. The catalyst is CO.ClCCCl.O. The product is [Cl:7][C:8]1[CH:9]=[CH:10][C:11]([CH2:12][N:13]([CH2:4][CH2:3][N:2]([CH3:6])[CH3:1])[CH2:14][C:15]([C@:17]23[CH2:43][C:42](=[O:44])[C:41]([CH:45]([CH3:46])[CH3:47])=[C:18]2[C@@H:19]2[C@@:32]([CH3:35])([CH2:33][CH2:34]3)[C@@:31]3([CH3:36])[C@@H:22]([C@:23]4([CH3:40])[C@@H:28]([CH2:29][CH2:30]3)[C:27]([CH3:37])([CH3:38])[C@@H:26]([OH:39])[CH2:25][CH2:24]4)[CH2:21][CH2:20]2)=[O:16])=[CH:48][CH:49]=1. The yield is 0.760. (8) The reactants are [CH2:1]([C:4]1[CH:9]=[CH:8][N:7]=[C:6]([NH2:10])[CH:5]=1)[CH2:2][CH3:3].[Br:11]Br.C(=O)([O-])O.[Na+]. The catalyst is C(O)C. The product is [Br:11][C:9]1[C:4]([CH2:1][CH2:2][CH3:3])=[CH:5][C:6]([NH2:10])=[N:7][CH:8]=1. The yield is 0.480. (9) The reactants are [Br:1][C:2]1[N:3]=[C:4]([CH:14]2[CH2:19][CH2:18][N:17](C(OC(C)(C)C)=O)[CH2:16][CH2:15]2)[N:5]([CH2:7][CH2:8][N:9]2[CH2:13][CH2:12][CH2:11][CH2:10]2)[CH:6]=1.[Cl:27]CCl.[ClH:30].O1CCOCC1. The catalyst is CO. The product is [ClH:27].[ClH:30].[ClH:27].[Br:1][C:2]1[N:3]=[C:4]([CH:14]2[CH2:15][CH2:16][NH:17][CH2:18][CH2:19]2)[N:5]([CH2:7][CH2:8][N:9]2[CH2:10][CH2:11][CH2:12][CH2:13]2)[CH:6]=1. The yield is 1.00. (10) The reactants are [NH2:1][C:2]1[N:3]=[CH:4][C:5]([C:8]([O:10][CH3:11])=[O:9])=[N:6][CH:7]=1.[Br:12]N1C(=O)CCC1=O. The product is [NH2:1][C:2]1[N:3]=[CH:4][C:5]([C:8]([O:10][CH3:11])=[O:9])=[N:6][C:7]=1[Br:12]. The yield is 0.530. The catalyst is C(#N)C.